This data is from Forward reaction prediction with 1.9M reactions from USPTO patents (1976-2016). The task is: Predict the product of the given reaction. (1) The product is: [CH2:31]([O:33][C:10]1[CH:5]=[CH:4][CH:3]=[CH:2][C:1]=1[N:11]1[CH2:16][CH2:15][N:14]([CH2:17][CH2:18][CH2:19][CH2:20][O:21][C:22]2[CH:30]=[C:29]3[C:25]([CH:26]=[N:27][NH:28]3)=[CH:24][CH:23]=2)[CH2:13][CH2:12]1)[CH3:32]. Given the reactants [C:1]1([N:11]2[CH2:16][CH2:15][N:14]([CH2:17][CH2:18][CH2:19][CH2:20][O:21][C:22]3[CH:30]=[C:29]4[C:25]([CH:26]=[N:27][NH:28]4)=[CH:24][CH:23]=3)[CH2:13][CH2:12]2)[C:10]2[C:5](=CC=CC=2)[CH:4]=[CH:3][CH:2]=1.[CH2:31]([O:33]C1C=CC=CC=1N1CCNCC1)[CH3:32], predict the reaction product. (2) Given the reactants [NH2:1][C:2]1[CH:9]=[CH:8][C:5]([C:6]#[N:7])=[CH:4][C:3]=1[N+:10]([O-])=O, predict the reaction product. The product is: [NH2:10][C:3]1[CH:4]=[C:5]([CH:8]=[CH:9][C:2]=1[NH2:1])[C:6]#[N:7]. (3) Given the reactants [CH2:1]([NH2:4])[CH2:2][NH2:3].[Br:5][C:6]1[CH:7]=[N:8][C:9](Cl)=[N:10][CH:11]=1.C(N(CC)CC)C, predict the reaction product. The product is: [Br:5][C:6]1[CH:7]=[N:8][C:9]([NH:3][CH2:2][CH2:1][NH2:4])=[N:10][CH:11]=1. (4) The product is: [C:16]([O:20][C:21]([N:22]1[CH2:26][CH2:27][N:12]([C:11]2[C:5]3[O:4][C:3]([F:13])([F:14])[C:2]([F:1])([F:15])[O:7][C:6]=3[CH:8]=[CH:9][CH:10]=2)[CH2:24][CH2:23]1)=[O:29])([CH3:19])([CH3:18])[CH3:17]. Given the reactants [F:1][C:2]1([F:15])[O:7][C:6]2[CH:8]=[CH:9][CH:10]=[C:11]([NH2:12])[C:5]=2[O:4][C:3]1([F:14])[F:13].[C:16]([O:20][C:21](=[O:29])[N:22]([CH2:26][CH2:27]Cl)[CH2:23][CH2:24]Cl)([CH3:19])([CH3:18])[CH3:17].[H-].[Na+], predict the reaction product. (5) Given the reactants C(OC(=O)[NH:7][C:8]([CH3:24])([CH3:23])[CH2:9][CH2:10][N:11]1[C:15]([CH3:16])=[CH:14][C:13]([C:17]2[CH:22]=[CH:21][CH:20]=[CH:19][CH:18]=2)=[N:12]1)(C)(C)C, predict the reaction product. The product is: [CH3:24][C:8]([NH2:7])([CH3:23])[CH2:9][CH2:10][N:11]1[C:15]([CH3:16])=[CH:14][C:13]([C:17]2[CH:22]=[CH:21][CH:20]=[CH:19][CH:18]=2)=[N:12]1.